This data is from Forward reaction prediction with 1.9M reactions from USPTO patents (1976-2016). The task is: Predict the product of the given reaction. (1) Given the reactants C(OC([N:8]1[CH2:15][CH:14]2[O:16][CH:10]([CH2:11][N:12]([CH2:17][CH2:18][N:19]([CH2:24][CH2:25][CH2:26][C:27]3[CH:32]=[CH:31][C:30]([C:33]#[N:34])=[CH:29][CH:28]=3)[S:20]([CH3:23])(=[O:22])=[O:21])[CH2:13]2)[CH2:9]1)=O)(C)(C)C.[ClH:35], predict the reaction product. The product is: [ClH:35].[C:33]([C:30]1[CH:31]=[CH:32][C:27]([CH2:26][CH2:25][CH2:24][N:19]([CH2:18][CH2:17][N:12]2[CH2:13][CH:14]3[O:16][CH:10]([CH2:9][NH:8][CH2:15]3)[CH2:11]2)[S:20]([CH3:23])(=[O:22])=[O:21])=[CH:28][CH:29]=1)#[N:34]. (2) Given the reactants C(OC([N:8]1[CH2:13][CH2:12][N:11]([C:14]2[CH:15]=[N:16][C:17]([NH:20][C:21]3[N:22]=[CH:23][C:24]4[CH:29]=[C:28]([C:30]#[N:31])[N:27]([CH:32]5[CH2:36][CH2:35][CH2:34][CH2:33]5)[C:25]=4[N:26]=3)=[CH:18][CH:19]=2)[CH2:10][CH2:9]1)=O)(C)(C)C, predict the reaction product. The product is: [CH:32]1([N:27]2[C:25]3[N:26]=[C:21]([NH:20][C:17]4[CH:18]=[CH:19][C:14]([N:11]5[CH2:10][CH2:9][NH:8][CH2:13][CH2:12]5)=[CH:15][N:16]=4)[N:22]=[CH:23][C:24]=3[CH:29]=[C:28]2[C:30]#[N:31])[CH2:36][CH2:35][CH2:34][CH2:33]1. (3) Given the reactants C([O:3][C:4]([C:6]1([NH:16][C:17](=[O:31])[C:18]2[CH:23]=[C:22]([Cl:24])[CH:21]=[C:20]([Cl:25])[C:19]=2[O:26][CH:27]2[CH2:30][CH2:29][CH2:28]2)[CH2:14][C:13]2[C:8](=[CH:9][CH:10]=[C:11]([F:15])[CH:12]=2)[CH2:7]1)=[O:5])C.[OH-].[K+].O, predict the reaction product. The product is: [Cl:25][C:20]1[C:19]([O:26][CH:27]2[CH2:30][CH2:29][CH2:28]2)=[C:18]([CH:23]=[C:22]([Cl:24])[CH:21]=1)[C:17]([NH:16][C:6]1([C:4]([OH:5])=[O:3])[CH2:14][C:13]2[C:8](=[CH:9][CH:10]=[C:11]([F:15])[CH:12]=2)[CH2:7]1)=[O:31]. (4) Given the reactants [C:1]([C:3]1[N:4]=[C:5]([O:13][C@H:14]2[CH2:18][CH2:17][N:16]([C:19]([O:21][C:22]([CH3:25])([CH3:24])[CH3:23])=[O:20])[CH2:15]2)[C:6]2[C:11]([CH:12]=1)=[CH:10][CH:9]=[CH:8][CH:7]=2)#[N:2].[NH:26]([C:28](OCC)=[O:29])[NH2:27].C1CCN2C(=NCCC2)CC1, predict the reaction product. The product is: [O:29]=[C:28]1[NH:26][N:27]=[C:1]([C:3]2[N:4]=[C:5]([O:13][C@H:14]3[CH2:18][CH2:17][N:16]([C:19]([O:21][C:22]([CH3:25])([CH3:24])[CH3:23])=[O:20])[CH2:15]3)[C:6]3[C:11]([CH:12]=2)=[CH:10][CH:9]=[CH:8][CH:7]=3)[NH:2]1. (5) Given the reactants Br[C:2]1[CH:7]=[CH:6][C:5]([C:8]2[N:9]=[N:10][N:11]([CH:13]3[CH2:19][CH2:18][C:17]4[C:20]([F:24])=[CH:21][CH:22]=[CH:23][C:16]=4[N:15]([CH2:25][C:26]([F:29])([F:28])[F:27])[C:14]3=[O:30])[CH:12]=2)=[CH:4][CH:3]=1.C(=O)([O-])[O-].[Cs+].[Cs+].[OH:37][C:38]1[C:39]([CH3:44])=[N:40][CH:41]=[CH:42][CH:43]=1.CC(C)(C(=O)CC(=O)C(C)(C)C)C, predict the reaction product. The product is: [F:24][C:20]1[C:17]2[CH2:18][CH2:19][CH:13]([N:11]3[CH:12]=[C:8]([C:5]4[CH:6]=[CH:7][C:2]([O:37][C:38]5[C:39]([CH3:44])=[N:40][CH:41]=[CH:42][CH:43]=5)=[CH:3][CH:4]=4)[N:9]=[N:10]3)[C:14](=[O:30])[N:15]([CH2:25][C:26]([F:29])([F:28])[F:27])[C:16]=2[CH:23]=[CH:22][CH:21]=1. (6) Given the reactants [F:1][C:2]([F:17])([F:16])[O:3][C:4]1[CH:5]=[C:6]2[C:10](=[CH:11][CH:12]=1)[NH:9][C:8]([C:13]([OH:15])=O)=[CH:7]2.C[O:19][C:20](=[O:39])[CH2:21][CH2:22][C:23]1[CH:28]=[CH:27][C:26]([O:29][C:30]2[CH:35]=[CH:34][CH:33]=[C:32]([CH2:36][NH2:37])[CH:31]=2)=[CH:25][C:24]=1[CH3:38], predict the reaction product. The product is: [CH3:38][C:24]1[CH:25]=[C:26]([O:29][C:30]2[CH:35]=[CH:34][CH:33]=[C:32]([CH2:36][NH:37][C:13]([C:8]3[NH:9][C:10]4[C:6]([CH:7]=3)=[CH:5][C:4]([O:3][C:2]([F:1])([F:17])[F:16])=[CH:12][CH:11]=4)=[O:15])[CH:31]=2)[CH:27]=[CH:28][C:23]=1[CH2:22][CH2:21][C:20]([OH:39])=[O:19]. (7) Given the reactants Cl[C:2]1[CH:7]=[CH:6][C:5]([N+:8]([O-:10])=[O:9])=[CH:4][N:3]=1.[NH2:11][CH2:12][CH2:13][CH2:14][NH2:15], predict the reaction product. The product is: [NH2:11][CH2:12][CH2:13][CH2:14][NH:15][C:2]1[CH:7]=[CH:6][C:5]([N+:8]([O-:10])=[O:9])=[CH:4][N:3]=1.